Dataset: Reaction yield outcomes from USPTO patents with 853,638 reactions. Task: Predict the reaction yield, written as a fraction of the theoretical maximum amount of product (1.0 means a 100% yield; for example, 0.34 means a 34% yield). (1) The reactants are [C:1]([C:3]1([NH:6][C:7]([C@@H:9]2[CH2:13][C@H:12]([OH:14])[CH2:11][N:10]2[C:15]([C:17]2([C:20]([F:23])([F:22])[F:21])[CH2:19][CH2:18]2)=[O:16])=[O:8])[CH2:5][CH2:4]1)#[N:2].[C:24]1([S:30](Cl)(=[O:32])=[O:31])[CH:29]=[CH:28][CH:27]=[CH:26][CH:25]=1.C(N(CC)CC)C.O. The catalyst is O1CCCC1.CN(C)C1C=CN=CC=1.CO. The product is [C:1]([C:3]1([NH:6][C:7]([C@H:9]2[N:10]([C:15]([C:17]3([C:20]([F:23])([F:21])[F:22])[CH2:19][CH2:18]3)=[O:16])[CH2:11][C@@H:12]([O:14][S:30]([C:24]3[CH:29]=[CH:28][CH:27]=[CH:26][CH:25]=3)(=[O:32])=[O:31])[CH2:13]2)=[O:8])[CH2:4][CH2:5]1)#[N:2]. The yield is 0.990. (2) The reactants are [F:1][C:2]1[CH:7]=[CH:6][C:5](/[CH:8]=[C:9]2/[C:10](=[O:16])[N:11]=[C:12](SC)[S:13]/2)=[C:4]([OH:17])[CH:3]=1.N1CC[NH:21][C:20](=[O:24])[CH2:19]1.[CH2:25]([N:27](CC)CC)[CH3:26]. The catalyst is C(O)C. The product is [F:1][C:2]1[CH:7]=[CH:6][C:5](/[CH:8]=[C:9]2/[C:10](=[O:16])[N:11]=[C:12]([N:27]3[CH2:25][CH2:26][CH2:19][C:20](=[O:24])[NH:21]3)[S:13]/2)=[C:4]([OH:17])[CH:3]=1. The yield is 0.630. (3) The reactants are C(B1[O:11][C@H:10]2[CH2:12][C@H:7]([C@H:8]([CH2:25][CH2:26][C@@H:27](O)[CH2:28][CH2:29][C:30]3[CH:35]=[CH:34][CH:33]=[CH:32][CH:31]=3)[C@H:9]2[CH2:13]/[CH:14]=[CH:15]\[CH2:16][CH2:17][CH2:18][C:19]([O:21][CH:22]([CH3:24])[CH3:23])=[O:20])[O:6]1)CCC.[C:37]([O:44][CH2:45][C:46]([CH2:51][O:52][C:53](=[O:59])[CH2:54][CH2:55][CH2:56][C:57]#[CH:58])([CH3:50])[C:47]([OH:49])=[O:48])(=[O:43])[CH2:38][CH2:39][CH2:40][C:41]#[CH:42].C1CCC(N=C=NC2CCCCC2)CC1. The catalyst is C(Cl)Cl.CN(C1C=CN=CC=1)C.CO. The product is [C:37]([O:44][CH2:45][C:46]([C:47]([O:49][C@@H:27]([CH2:28][CH2:29][C:30]1[CH:31]=[CH:32][CH:33]=[CH:34][CH:35]=1)[CH2:26][CH2:25][C@H:8]1[C@H:7]([OH:6])[CH2:12][C@H:10]([OH:11])[C@@H:9]1[CH2:13]/[CH:14]=[CH:15]\[CH2:16][CH2:17][CH2:18][C:19]([O:21][CH:22]([CH3:24])[CH3:23])=[O:20])=[O:48])([CH3:50])[CH2:51][O:52][C:53](=[O:59])[CH2:54][CH2:55][CH2:56][C:57]#[CH:58])(=[O:43])[CH2:38][CH2:39][CH2:40][C:41]#[CH:42]. The yield is 0.420.